From a dataset of Catalyst prediction with 721,799 reactions and 888 catalyst types from USPTO. Predict which catalyst facilitates the given reaction. (1) The catalyst class is: 1. Reactant: Br[C:2]1[CH:7]=[CH:6][C:5]([N+:8]([O-:10])=[O:9])=[CH:4][C:3]=1[O:11][CH3:12].Br[Zn][C:15]1[CH:20]=[CH:19][CH:18]=[CH:17][N:16]=1. Product: [CH3:12][O:11][C:3]1[CH:4]=[C:5]([N+:8]([O-:10])=[O:9])[CH:6]=[CH:7][C:2]=1[C:15]1[CH:20]=[CH:19][CH:18]=[CH:17][N:16]=1. (2) Reactant: [CH3:1][O:2][C:3]1[C:4]([N+:16]([O-])=O)=[C:5]([C:12]([O:14][CH3:15])=[O:13])[S:6][C:7]=1[C:8]([O:10][CH3:11])=[O:9].Cl.[Cl-].[NH4+]. Product: [NH2:16][C:4]1[C:3]([O:2][CH3:1])=[C:7]([C:8]([O:10][CH3:11])=[O:9])[S:6][C:5]=1[C:12]([O:14][CH3:15])=[O:13]. The catalyst class is: 415. (3) Reactant: [OH-].[Li+].[CH3:3][O:4][C:5]1[CH:6]=[C:7]([CH:10]=[CH:11][C:12]=1[N:13]1[CH:17]=[C:16]([CH3:18])[N:15]=[CH:14]1)[CH:8]=O.[F:19][C:20]1[CH:21]=[C:22]([C@H:27]2[N:35]3[C@@H:30]([CH2:31][CH2:32][CH:33](P(=O)(OCC)OCC)[C:34]3=[O:36])[CH2:29][CH2:28]2)[CH:23]=[C:24]([F:26])[CH:25]=1.C(O)C. Product: [F:26][C:24]1[CH:23]=[C:22]([C@H:27]2[N:35]3[C@@H:30]([CH2:31][CH2:32]/[C:33](=[CH:8]\[C:7]4[CH:10]=[CH:11][C:12]([N:13]5[CH:17]=[C:16]([CH3:18])[N:15]=[CH:14]5)=[C:5]([O:4][CH3:3])[CH:6]=4)/[C:34]3=[O:36])[CH2:29][CH2:28]2)[CH:21]=[C:20]([F:19])[CH:25]=1. The catalyst class is: 7. (4) Reactant: [CH2:1]([O:3][C:4]1[CH:5]=[CH:6][C:7]([O:17][CH2:18][C:19]2[CH:24]=[CH:23][C:22]([O:25][CH2:26][C:27]3[N:28]=[C:29]([C:33]4[CH:38]=[CH:37][CH:36]=[CH:35][CH:34]=4)[O:30][C:31]=3[CH3:32])=[CH:21][CH:20]=2)=[C:8]([CH2:10][CH2:11][C:12]([O:14]CC)=[O:13])[CH:9]=1)[CH3:2].O1CCCC1.[OH-].[Na+].Cl. Product: [CH2:1]([O:3][C:4]1[CH:5]=[CH:6][C:7]([O:17][CH2:18][C:19]2[CH:24]=[CH:23][C:22]([O:25][CH2:26][C:27]3[N:28]=[C:29]([C:33]4[CH:34]=[CH:35][CH:36]=[CH:37][CH:38]=4)[O:30][C:31]=3[CH3:32])=[CH:21][CH:20]=2)=[C:8]([CH2:10][CH2:11][C:12]([OH:14])=[O:13])[CH:9]=1)[CH3:2]. The catalyst class is: 97. (5) Reactant: C([O-])([O-])=O.[Na+].[Na+].C(OC([N:14]1[CH2:21][CH2:20][C@:19]2([CH3:24])[C@H:22]([CH3:23])[C@H:15]1[CH2:16][C:17]1[CH:28]=[CH:27][C:26](B3OC(C)(C)C(C)(C)O3)=[CH:25][C:18]=12)=O)(C)(C)C.Cl[C:39]1[N:40]=[N:41][C:42]([CH3:45])=[CH:43][CH:44]=1. Product: [CH3:24][C@:19]12[C@H:22]([CH3:23])[C@H:15]([NH:14][CH2:21][CH2:20]1)[CH2:16][C:17]1[CH:28]=[CH:27][C:26]([C:39]3[N:40]=[N:41][C:42]([CH3:45])=[CH:43][CH:44]=3)=[CH:25][C:18]2=1. The catalyst class is: 9. (6) Reactant: [C:1]1([C:7]2[C:8]([C:26]3[CH:31]=[CH:30][C:29]([C:32]4([NH:35]C(=O)OCC5C=CC=CC=5)[CH2:34][CH2:33]4)=[CH:28][CH:27]=3)=[N:9][C:10]3[C:15]([CH:16]=2)=[C:14]([O:17][CH2:18][CH2:19][C:20]2[CH:25]=[CH:24][N:23]=[CH:22][CH:21]=2)[N:13]=[CH:12][CH:11]=3)[CH:6]=[CH:5][CH:4]=[CH:3][CH:2]=1.[H][H]. The catalyst class is: 687. Product: [C:1]1([C:7]2[C:8]([C:26]3[CH:27]=[CH:28][C:29]([C:32]4([NH2:35])[CH2:33][CH2:34]4)=[CH:30][CH:31]=3)=[N:9][C:10]3[C:15]([CH:16]=2)=[C:14]([O:17][CH2:18][CH2:19][C:20]2[CH:25]=[CH:24][N:23]=[CH:22][CH:21]=2)[N:13]=[CH:12][CH:11]=3)[CH:6]=[CH:5][CH:4]=[CH:3][CH:2]=1. (7) Reactant: CCN=C=[N:5][CH2:6][CH2:7][CH2:8][N:9]([CH3:11])C.[Cl:12][C:13]1[CH:14]=[C:15]2[C:20](=[CH:21][CH:22]=1)[CH:19]=[C:18]([S:23]([CH2:26][CH2:27][C:28]([OH:30])=O)(=[O:25])=[O:24])[CH:17]=[CH:16]2.[CH:31]1C=CC2N(O)N=NC=2C=1.Cl.C(=O)([O-])[O-].[K+].[K+]. Product: [Cl:12][C:13]1[CH:14]=[C:15]2[C:20](=[CH:21][CH:22]=1)[CH:19]=[C:18]([S:23]([CH2:26][CH2:27][C:28]([N:9]1[CH2:8][CH2:7][CH:6]([NH2:5])[CH2:31][CH2:11]1)=[O:30])(=[O:24])=[O:25])[CH:17]=[CH:16]2. The catalyst class is: 4. (8) Reactant: Cl[C:2]1[C:3]2[CH2:11][N:10]([C:12]3[CH:19]=[CH:18][C:17]([CH3:20])=[CH:16][C:13]=3[C:14]#[N:15])[CH2:9][CH2:8][C:4]=2[N:5]=[CH:6][N:7]=1.[N:21]1[C:30]2[C:25](=[CH:26][C:27]([CH:31]([NH2:33])[CH3:32])=[CH:28][CH:29]=2)[N:24]=[CH:23][CH:22]=1.C(N(CC)C(C)C)(C)C. Product: [CH3:20][C:17]1[CH:18]=[CH:19][C:12]([N:10]2[CH2:9][CH2:8][C:4]3[N:5]=[CH:6][N:7]=[C:2]([NH:33][CH:31]([C:27]4[CH:26]=[C:25]5[C:30](=[CH:29][CH:28]=4)[N:21]=[CH:22][CH:23]=[N:24]5)[CH3:32])[C:3]=3[CH2:11]2)=[C:13]([CH:16]=1)[C:14]#[N:15]. The catalyst class is: 10.